Dataset: Full USPTO retrosynthesis dataset with 1.9M reactions from patents (1976-2016). Task: Predict the reactants needed to synthesize the given product. (1) Given the product [CH2:30]([C:28]1[CH:27]=[N:26][C:25]2[N:24]([N:23]=[CH:22][C:21]=2[C:19]([NH:18][CH:13]([C:4]2[CH:5]=[CH:6][C:7]([O:8][C:9]([F:12])([F:11])[F:10])=[C:2]([F:1])[CH:3]=2)[C:14]([OH:17])([CH3:16])[CH3:15])=[O:20])[CH:29]=1)[CH3:31], predict the reactants needed to synthesize it. The reactants are: [F:1][C:2]1[CH:3]=[C:4]([CH:13]([NH:18][C:19]([C:21]2[CH:22]=[N:23][N:24]3[CH:29]=[C:28]([CH:30]=[CH2:31])[CH:27]=[N:26][C:25]=23)=[O:20])[C:14]([OH:17])([CH3:16])[CH3:15])[CH:5]=[CH:6][C:7]=1[O:8][C:9]([F:12])([F:11])[F:10]. (2) The reactants are: [Cl:1][C:2]1[CH:8]=[CH:7][C:5]([NH2:6])=[CH:4][CH:3]=1.C(N(CC)C(C)C)(C)C.[NH2:18][C:19]1[C:20]([Cl:30])=[N:21][C:22]([S:26][CH2:27][CH2:28][CH3:29])=[N:23][C:24]=1Cl. Given the product [Cl:30][C:20]1[N:21]=[C:22]([S:26][CH2:27][CH2:28][CH3:29])[N:23]=[C:24]([NH:6][C:5]2[CH:7]=[CH:8][C:2]([Cl:1])=[CH:3][CH:4]=2)[C:19]=1[NH2:18], predict the reactants needed to synthesize it. (3) Given the product [CH3:11][C:5]1[CH:4]=[C:3]([C:12]2[N:13]([CH3:20])[CH:14]=[CH:15][N:16]=2)[C:2]([CH3:1])=[CH:7][C:6]=1[NH2:8], predict the reactants needed to synthesize it. The reactants are: [CH3:1][C:2]1[CH:7]=[C:6]([N+:8]([O-])=O)[C:5]([CH3:11])=[CH:4][C:3]=1[C:12]1[NH:13][CH:14]=[CH:15][N:16]=1.[H-].[Na+].I[CH3:20]. (4) Given the product [CH:14]1([C:12]([C:6]2[CH:7]=[N:8][C:9]3[C:4]([C:5]=2[NH:17][C@H:18]2[CH2:19][CH2:20][C@H:21]([CH2:24][N:25]4[CH2:29][CH2:28][CH:27]([O:30][CH3:31])[CH2:26]4)[CH2:22][CH2:23]2)=[CH:3][C:2]([C:37]2[CH:38]=[C:33]([Cl:32])[C:34]([OH:49])=[C:35]([Cl:48])[CH:36]=2)=[CH:11][CH:10]=3)=[O:13])[CH2:15][CH2:16]1, predict the reactants needed to synthesize it. The reactants are: Br[C:2]1[CH:3]=[C:4]2[C:9](=[CH:10][CH:11]=1)[N:8]=[CH:7][C:6]([C:12]([CH:14]1[CH2:16][CH2:15]1)=[O:13])=[C:5]2[NH:17][C@H:18]1[CH2:23][CH2:22][C@H:21]([CH2:24][N:25]2[CH2:29][CH2:28][CH:27]([O:30][CH3:31])[CH2:26]2)[CH2:20][CH2:19]1.[Cl:32][C:33]1[CH:38]=[C:37](B2OC(C)(C)C(C)(C)O2)[CH:36]=[C:35]([Cl:48])[C:34]=1[OH:49].C([O-])([O-])=O.[Cs+].[Cs+]. (5) Given the product [Cl:15][C:16]1[C:17]([CH2:26][N:6]2[CH:7]=[CH:8][C:4]([N+:1]([O-:3])=[O:2])=[N:5]2)=[N:18][CH:19]=[C:20]([C:22]([F:24])([F:23])[F:25])[CH:21]=1, predict the reactants needed to synthesize it. The reactants are: [N+:1]([C:4]1[CH:8]=[CH:7][NH:6][N:5]=1)([O-:3])=[O:2].C(=O)([O-])[O-].[K+].[K+].[Cl:15][C:16]1[C:17]([CH2:26]Cl)=[N:18][CH:19]=[C:20]([C:22]([F:25])([F:24])[F:23])[CH:21]=1.O.